This data is from Full USPTO retrosynthesis dataset with 1.9M reactions from patents (1976-2016). The task is: Predict the reactants needed to synthesize the given product. (1) Given the product [NH2:6][C:4](=[O:5])[CH2:3][C@@:2]([NH:1][C:26]([NH:25][C:7]1[CH:12]=[CH:11][CH:10]=[C:9]([F:17])[CH:8]=1)=[O:27])([C:18]1[CH:23]=[CH:22][C:21]([Cl:24])=[CH:20][N:19]=1)[C:7]1[CH:12]=[C:11]([C:13]([F:15])([F:14])[F:16])[CH:10]=[C:9]([F:17])[CH:8]=1, predict the reactants needed to synthesize it. The reactants are: [NH2:1][C@:2]([C:18]1[CH:23]=[CH:22][C:21]([Cl:24])=[CH:20][N:19]=1)([C:7]1[CH:12]=[C:11]([C:13]([F:16])([F:15])[F:14])[CH:10]=[C:9]([F:17])[CH:8]=1)[CH2:3][C:4]([NH2:6])=[O:5].[NH2:25][C:26](N)=[O:27]. (2) The reactants are: [H-].[Na+].[CH2:3]([N:6]([CH3:11])[CH2:7][C@H:8]([OH:10])[CH3:9])[CH:4]=[CH2:5].F[C:13]1[CH:22]=[CH:21][CH:20]=[C:19]2[C:14]=1[C:15]([NH:23][C:24]1[CH:25]=[C:26]3[C:30](=[CH:31][CH:32]=1)[N:29]([CH2:33][C:34]1[CH:39]=[CH:38][CH:37]=[CH:36][N:35]=1)[CH:28]=[CH:27]3)=[N:16][CH:17]=[N:18]2. Given the product [CH2:3]([N:6]([CH3:11])[CH2:7][C@@H:8]([CH3:9])[O:10][C:13]1[CH:22]=[CH:21][CH:20]=[C:19]2[C:14]=1[C:15]([NH:23][C:24]1[CH:25]=[C:26]3[C:30](=[CH:31][CH:32]=1)[N:29]([CH2:33][C:34]1[CH:39]=[CH:38][CH:37]=[CH:36][N:35]=1)[CH:28]=[CH:27]3)=[N:16][CH:17]=[N:18]2)[CH:4]=[CH2:5], predict the reactants needed to synthesize it. (3) Given the product [CH:24]1([NH:31][C:2]2[N:7]3[N:8]=[C:9]([NH:11][C:12](=[O:19])[C:13]4[CH:18]=[CH:17][CH:16]=[N:15][CH:14]=4)[N:10]=[C:6]3[CH:5]=[C:4]([C:20]([F:23])([F:22])[F:21])[CH:3]=2)[CH2:30][CH2:29][CH2:28][CH2:27][CH2:26][CH2:25]1, predict the reactants needed to synthesize it. The reactants are: Cl[C:2]1[N:7]2[N:8]=[C:9]([NH:11][C:12](=[O:19])[C:13]3[CH:18]=[CH:17][CH:16]=[N:15][CH:14]=3)[N:10]=[C:6]2[CH:5]=[C:4]([C:20]([F:23])([F:22])[F:21])[CH:3]=1.[CH:24]1([NH2:31])[CH2:30][CH2:29][CH2:28][CH2:27][CH2:26][CH2:25]1. (4) Given the product [CH3:1][O:2][C:3]1[CH:4]=[C:5]2[C:9](=[CH:10][CH:11]=1)[N:8]([C:12]1[CH:13]=[CH:14][C:15]([C:18]#[C:19][CH2:20][CH2:21][N:26]3[CH2:27][CH2:28][CH2:25][CH2:24]3)=[CH:16][CH:17]=1)[C:7]([CH3:23])=[CH:6]2, predict the reactants needed to synthesize it. The reactants are: [CH3:1][O:2][C:3]1[CH:4]=[C:5]2[C:9](=[CH:10][CH:11]=1)[N:8]([C:12]1[CH:17]=[CH:16][C:15]([C:18]#[C:19][CH2:20][CH2:21]O)=[CH:14][CH:13]=1)[C:7]([CH3:23])=[CH:6]2.[CH2:24]([N:26](CC)[CH2:27][CH3:28])[CH3:25].CS(Cl)(=O)=O.N1CCCC1.